From a dataset of Full USPTO retrosynthesis dataset with 1.9M reactions from patents (1976-2016). Predict the reactants needed to synthesize the given product. (1) The reactants are: [OH:1][C:2]([CH3:33])([CH3:32])[CH:3]([NH:15][C:16]([N:18]1[CH2:23][C:22](=[O:24])[NH:21][C:20]2[CH:25]=[C:26]([CH3:31])[C:27]([O:29][CH3:30])=[N:28][C:19]1=2)=[O:17])[C:4]1[CH:9]=[CH:8][C:7]([O:10][C:11]([F:14])([F:13])[F:12])=[CH:6][CH:5]=1. Given the product [OH:1][C:2]([CH3:33])([CH3:32])[C@H:3]([NH:15][C:16]([N:18]1[CH2:23][C:22](=[O:24])[NH:21][C:20]2[CH:25]=[C:26]([CH3:31])[C:27]([O:29][CH3:30])=[N:28][C:19]1=2)=[O:17])[C:4]1[CH:9]=[CH:8][C:7]([O:10][C:11]([F:12])([F:14])[F:13])=[CH:6][CH:5]=1, predict the reactants needed to synthesize it. (2) Given the product [Cl:1][C:2]1[CH:21]=[CH:20][C:5]([CH:6]([C:7]2[CH:8]=[CH:9][C:10]([Cl:13])=[CH:11][CH:12]=2)[N:14]2[CH2:15][CH2:16][N:17]([C:33]([CH:29]3[CH2:32][CH2:31][CH2:30]3)=[O:34])[CH2:18][CH2:19]2)=[CH:4][CH:3]=1, predict the reactants needed to synthesize it. The reactants are: [Cl:1][C:2]1[CH:21]=[CH:20][C:5]([CH:6]([N:14]2[CH2:19][CH2:18][NH:17][CH2:16][CH2:15]2)[C:7]2[CH:12]=[CH:11][C:10]([Cl:13])=[CH:9][CH:8]=2)=[CH:4][CH:3]=1.C(N(CC)CC)C.[CH:29]1([C:33](Cl)=[O:34])[CH2:32][CH2:31][CH2:30]1. (3) Given the product [NH2:8][C:6]1[CH:5]=[CH:4][C:3]([N:11]2[CH2:16][CH2:15][O:14][C:13]3[CH:17]=[C:18]([S:21]([N:24]([CH2:30][C:31]4[CH:36]=[CH:35][C:34]([O:37][CH3:38])=[CH:33][CH:32]=4)[C:25]4[S:26][CH:27]=[CH:28][N:29]=4)(=[O:23])=[O:22])[CH:19]=[CH:20][C:12]2=3)=[C:2]([Br:1])[CH:7]=1, predict the reactants needed to synthesize it. The reactants are: [Br:1][C:2]1[CH:7]=[C:6]([N+:8]([O-])=O)[CH:5]=[CH:4][C:3]=1[N:11]1[CH2:16][CH2:15][O:14][C:13]2[CH:17]=[C:18]([S:21]([N:24]([CH2:30][C:31]3[CH:36]=[CH:35][C:34]([O:37][CH3:38])=[CH:33][CH:32]=3)[C:25]3[S:26][CH:27]=[CH:28][N:29]=3)(=[O:23])=[O:22])[CH:19]=[CH:20][C:12]1=2.C(O)(=O)C. (4) The reactants are: [CH3:1][C@:2]1([CH2:24][N:25]2[C:29]3[CH:30]=[C:31]([C:34]#[N:35])[CH:32]=[CH:33][C:28]=3[N:27]=[CH:26]2)[CH2:23][CH2:22][CH2:21][C:4]2(O[C@H](C3C=CC=CC=3)[C@@H](C3C=CC=CC=3)[O:5]2)[CH2:3]1. Given the product [CH3:1][C@:2]1([CH2:24][N:25]2[C:29]3[CH:30]=[C:31]([C:34]#[N:35])[CH:32]=[CH:33][C:28]=3[N:27]=[CH:26]2)[CH2:23][CH2:22][CH2:21][C:4](=[O:5])[CH2:3]1, predict the reactants needed to synthesize it. (5) The reactants are: Br[C:2]1[CH:3]=[CH:4][C:5]([NH2:9])=[N:6][C:7]=1[CH3:8].[Cu](C#N)[C:11]#[N:12]. Given the product [NH2:9][C:5]1[CH:4]=[CH:3][C:2]([C:11]#[N:12])=[C:7]([CH3:8])[N:6]=1, predict the reactants needed to synthesize it. (6) Given the product [C:1]([O:5][C:6]([N:8]1[CH2:12][CH2:11][CH:10]([N:13]([CH2:14][C:15]2[CH:20]=[CH:19][CH:18]=[C:17]([C:21]3[CH:26]=[CH:25][N:24]=[C:23]([Cl:27])[N:22]=3)[CH:16]=2)[S:29]([CH3:28])(=[O:31])=[O:30])[CH2:9]1)=[O:7])([CH3:4])([CH3:2])[CH3:3], predict the reactants needed to synthesize it. The reactants are: [C:1]([O:5][C:6]([N:8]1[CH2:12][CH2:11][CH:10]([NH:13][CH2:14][C:15]2[CH:20]=[CH:19][CH:18]=[C:17]([C:21]3[CH:26]=[CH:25][N:24]=[C:23]([Cl:27])[N:22]=3)[CH:16]=2)[CH2:9]1)=[O:7])([CH3:4])([CH3:3])[CH3:2].[CH3:28][S:29](Cl)(=[O:31])=[O:30].